Dataset: Forward reaction prediction with 1.9M reactions from USPTO patents (1976-2016). Task: Predict the product of the given reaction. (1) Given the reactants [F:1][CH:2]([F:34])[C:3]([NH:5][CH2:6][C@@H:7]1[O:11][C:10](=[O:12])[N:9]([C:13]2[CH:18]=[C:17]([F:19])[C:16]([N:20]3[CH2:25][CH2:24][N:23](C(OC(C)(C)C)=O)[CH2:22][CH2:21]3)=[C:15]([F:33])[CH:14]=2)[CH2:8]1)=[S:4].[F:35][C:36]([F:41])([F:40])[C:37]([OH:39])=[O:38], predict the reaction product. The product is: [F:35][C:36]([F:41])([F:40])[C:37]([OH:39])=[O:38].[F:19][C:17]1[CH:18]=[C:13]([N:9]2[CH2:8][C@H:7]([CH2:6][NH:5][C:3](=[S:4])[CH:2]([F:1])[F:34])[O:11][C:10]2=[O:12])[CH:14]=[C:15]([F:33])[C:16]=1[N:20]1[CH2:21][CH2:22][NH:23][CH2:24][CH2:25]1. (2) Given the reactants [OH:1][C:2]1[CH:7]=[CH:6][C:5]([CH2:8][NH:9][C:10](=[O:18])[C:11]2[CH:16]=[CH:15][CH:14]=[N:13][C:12]=2[NH2:17])=[CH:4][CH:3]=1.[Cl:19][C:20]1[CH:27]=[CH:26][CH:25]=[CH:24][C:21]=1[CH2:22]Cl.C(=O)([O-])[O-].[Cs+].[Cs+].CN(C=O)C, predict the reaction product. The product is: [Cl:19][C:20]1[CH:27]=[CH:26][CH:25]=[CH:24][C:21]=1[CH2:22][O:1][C:2]1[CH:3]=[CH:4][C:5]([CH2:8][NH:9][C:10](=[O:18])[C:11]2[CH:16]=[CH:15][CH:14]=[N:13][C:12]=2[NH2:17])=[CH:6][CH:7]=1. (3) Given the reactants C([N:8]1[C:13](=[O:14])[C:12]([C:15]([OH:17])=[O:16])=[CH:11][C:10]2[CH:18]([CH3:31])[O:19][C:20]3[CH:21]=[C:22]([N:26]4[CH2:30][CH2:29][CH2:28][CH2:27]4)[CH:23]=[CH:24][C:25]=3[C:9]1=2)C1C=CC=CC=1, predict the reaction product. The product is: [CH3:31][CH:18]1[C:10]2[CH:11]=[C:12]([C:15]([OH:17])=[O:16])[C:13](=[O:14])[NH:8][C:9]=2[C:25]2[CH:24]=[CH:23][C:22]([N:26]3[CH2:30][CH2:29][CH2:28][CH2:27]3)=[CH:21][C:20]=2[O:19]1. (4) Given the reactants [C@H:1]1([NH:10][C:11]2[CH:20]=[CH:19][C:18]3[C:17]([NH2:21])=[CH:16][CH:15]=[CH:14][C:13]=3[N:12]=2)[C:9]2[C:4](=[CH:5][CH:6]=[CH:7][CH:8]=2)[CH2:3][CH2:2]1.[CH3:22][N:23]1[CH2:28][CH2:27][N:26]([CH2:29][C:30](O)=[O:31])[CH2:25][CH2:24]1, predict the reaction product. The product is: [C@@H:1]1([NH:10][C:11]2[CH:20]=[CH:19][C:18]3[C:13](=[CH:14][CH:15]=[CH:16][C:17]=3[NH:21][C:30](=[O:31])[CH2:29][N:26]3[CH2:27][CH2:28][N:23]([CH3:22])[CH2:24][CH2:25]3)[N:12]=2)[C:9]2[C:4](=[CH:5][CH:6]=[CH:7][CH:8]=2)[CH2:3][CH2:2]1. (5) Given the reactants [CH2:1]([S:3]([C:6]1[CH:7]=[C:8]([C:12]2[CH:20]=[C:19]([C:21]([NH:23][CH:24]3[CH2:29][CH2:28][N:27]([CH3:30])[CH2:26][CH2:25]3)=[O:22])[C:18]([CH3:31])=[C:17]3[C:13]=2[C:14]2[CH:35]=[C:34]([CH3:36])[CH:33]=[N:32][C:15]=2[NH:16]3)[CH:9]=[CH:10][CH:11]=1)(=[O:5])=[O:4])[CH3:2].[C:37]1([S:43]([OH:46])(=[O:45])=[O:44])[CH:42]=[CH:41][CH:40]=[CH:39][CH:38]=1, predict the reaction product. The product is: [CH2:1]([S:3]([C:6]1[CH:7]=[C:8]([C:12]2[CH:20]=[C:19]([C:21]([NH:23][CH:24]3[CH2:25][CH2:26][N:27]([CH3:30])[CH2:28][CH2:29]3)=[O:22])[C:18]([CH3:31])=[C:17]3[C:13]=2[C:14]2[CH:35]=[C:34]([CH3:36])[CH:33]=[N:32][C:15]=2[NH:16]3)[CH:9]=[CH:10][CH:11]=1)(=[O:4])=[O:5])[CH3:2].[C:37]1([S:43]([OH:46])(=[O:45])=[O:44])[CH:42]=[CH:41][CH:40]=[CH:39][CH:38]=1.[CH2:1]([S:3]([C:6]1[CH:7]=[C:8]([C:12]2[CH:20]=[C:19]([C:21]([NH:23][CH:24]3[CH2:25][CH2:26][N:27]([CH3:30])[CH2:28][CH2:29]3)=[O:22])[C:18]([CH3:31])=[C:17]3[C:13]=2[C:14]2[CH:35]=[C:34]([CH3:36])[CH:33]=[N:32][C:15]=2[NH:16]3)[CH:9]=[CH:10][CH:11]=1)(=[O:4])=[O:5])[CH3:2]. (6) Given the reactants [I:1][C:2]1[CH:16]=[CH:15][C:14]([C:17]#[C:18][Si](C)(C)C)=[CH:13][C:3]=1[O:4][C:5]1[C:6]([NH2:12])=[N:7][C:8]([NH2:11])=[N:9][CH:10]=1.[F-].[K+], predict the reaction product. The product is: [C:17]([C:14]1[CH:15]=[CH:16][C:2]([I:1])=[C:3]([CH:13]=1)[O:4][C:5]1[C:6]([NH2:12])=[N:7][C:8]([NH2:11])=[N:9][CH:10]=1)#[CH:18].